This data is from Reaction yield outcomes from USPTO patents with 853,638 reactions. The task is: Predict the reaction yield, written as a fraction of the theoretical maximum amount of product (1.0 means a 100% yield; for example, 0.34 means a 34% yield). (1) The catalyst is C(Cl)Cl. The yield is 0.740. The product is [F:19][C:10]1[C:9]([N:8]([S:4]([CH2:1][CH2:25][CH3:26])(=[O:6])=[O:5])[S:4]([CH2:1][CH2:2][CH3:3])(=[O:6])=[O:5])=[CH:17][CH:16]=[C:15]([F:18])[C:11]=1[C:12]([OH:14])=[O:13]. The reactants are [CH2:1]([S:4](Cl)(=[O:6])=[O:5])[CH2:2][CH3:3].[NH2:8][C:9]1[C:10]([F:19])=[C:11]([C:15]([F:18])=[CH:16][CH:17]=1)[C:12]([OH:14])=[O:13].C(N([CH2:25][CH3:26])CC)C. (2) The reactants are [CH2:1]([O:5][C:6]1[CH:10]=[C:9]([C:11]([O:13]C)=[O:12])[N:8]([CH2:15][C:16]2[CH:21]=[CH:20][C:19]([Cl:22])=[CH:18][C:17]=2[Cl:23])[N:7]=1)[CH2:2][CH2:3][CH3:4].O1CCCC1.CO.[OH-].[Na+]. The catalyst is O. The product is [CH2:1]([O:5][C:6]1[CH:10]=[C:9]([C:11]([OH:13])=[O:12])[N:8]([CH2:15][C:16]2[CH:21]=[CH:20][C:19]([Cl:22])=[CH:18][C:17]=2[Cl:23])[N:7]=1)[CH2:2][CH2:3][CH3:4]. The yield is 0.620. (3) The reactants are [N:1]1([C:8]2[CH:9]=[C:10]3[C:15](=[CH:16][CH:17]=2)[N:14]=[C:13]([C:18]2[CH:23]=[CH:22][C:21]([F:24])=[C:20]([O:25][CH3:26])[CH:19]=2)[N:12]([CH2:27][C:28]([NH:30][CH:31]([CH3:33])[CH3:32])=[O:29])[C:11]3=[O:34])[CH2:7][CH2:6][CH2:5][NH:4][CH2:3][CH2:2]1.CC1C=CC(S(O[CH2:46][CH:47]2[CH2:52][CH2:51][O:50][CH2:49][CH2:48]2)(=O)=O)=CC=1.CCN(C(C)C)C(C)C. The catalyst is CN(C=O)C. The product is [F:24][C:21]1[CH:22]=[CH:23][C:18]([C:13]2[N:12]([CH2:27][C:28]([NH:30][CH:31]([CH3:32])[CH3:33])=[O:29])[C:11](=[O:34])[C:10]3[C:15](=[CH:16][CH:17]=[C:8]([N:1]4[CH2:7][CH2:6][CH2:5][N:4]([CH2:46][CH:47]5[CH2:52][CH2:51][O:50][CH2:49][CH2:48]5)[CH2:3][CH2:2]4)[CH:9]=3)[N:14]=2)=[CH:19][C:20]=1[O:25][CH3:26]. The yield is 0.140.